The task is: Predict the product of the given reaction.. This data is from Forward reaction prediction with 1.9M reactions from USPTO patents (1976-2016). (1) Given the reactants [Na].Br[C:3]1[N:11]([CH2:12][CH2:13][CH:14]([CH3:16])[CH3:15])[C:10]2[C:9](=[O:17])[N:8]([CH2:18][CH2:19][CH2:20][O:21][Si](C(C)(C)C)(C)C)[C:7](=[O:29])[N:6]([CH3:30])[C:5]=2[N:4]=1.Cl.[CH:32]([OH:35])([CH3:34])[CH3:33], predict the reaction product. The product is: [OH:21][CH2:20][CH2:19][CH2:18][N:8]1[C:9](=[O:17])[C:10]2[N:11]([CH2:12][CH2:13][CH:14]([CH3:15])[CH3:16])[C:3]([O:35][CH:32]([CH3:34])[CH3:33])=[N:4][C:5]=2[N:6]([CH3:30])[C:7]1=[O:29]. (2) Given the reactants [Si:1]([O:18][CH2:19][C:20]1[C:25]([N:26]2[CH2:31][C@H:30]([CH3:32])[O:29][C@H:28]([CH3:33])[CH2:27]2)=[C:24]([Cl:34])[C:23]([F:35])=[CH:22][N:21]=1)([C:14]([CH3:17])([CH3:16])[CH3:15])([C:8]1[CH:13]=[CH:12][CH:11]=[CH:10][CH:9]=1)[C:2]1[CH:7]=[CH:6][CH:5]=[CH:4][CH:3]=1.[Cl:36][C:37]1[S:38][C:39]([CH:43]=[O:44])=[C:40]([Cl:42])[N:41]=1, predict the reaction product. The product is: [Si:1]([O:18][CH2:19][C:20]1[N:21]=[C:22]([CH:43]([C:39]2[S:38][C:37]([Cl:36])=[N:41][C:40]=2[Cl:42])[OH:44])[C:23]([F:35])=[C:24]([Cl:34])[C:25]=1[N:26]1[CH2:31][C@H:30]([CH3:32])[O:29][C@H:28]([CH3:33])[CH2:27]1)([C:14]([CH3:17])([CH3:15])[CH3:16])([C:8]1[CH:13]=[CH:12][CH:11]=[CH:10][CH:9]=1)[C:2]1[CH:3]=[CH:4][CH:5]=[CH:6][CH:7]=1.